From a dataset of Full USPTO retrosynthesis dataset with 1.9M reactions from patents (1976-2016). Predict the reactants needed to synthesize the given product. Given the product [CH3:1][NH:2][C:3]([C:5]1[CH:6]=[C:7]([CH:18]=[CH:19][CH:20]=1)[O:8][C:9]1[CH:14]=[CH:13][C:12]([NH2:15])=[CH:11][CH:10]=1)=[O:4], predict the reactants needed to synthesize it. The reactants are: [CH3:1][NH:2][C:3]([C:5]1[CH:6]=[C:7]([CH:18]=[CH:19][CH:20]=1)[O:8][C:9]1[CH:14]=[CH:13][C:12]([N+:15]([O-])=O)=[CH:11][CH:10]=1)=[O:4].